From a dataset of Full USPTO retrosynthesis dataset with 1.9M reactions from patents (1976-2016). Predict the reactants needed to synthesize the given product. (1) Given the product [Br:1][C:2]1[CH:3]=[N:4][CH:5]=[C:6]([O:10][CH3:9])[CH:7]=1, predict the reactants needed to synthesize it. The reactants are: [Br:1][C:2]1[CH:3]=[N:4][CH:5]=[C:6](Br)[CH:7]=1.[CH3:9][O-:10].[Na+].O. (2) Given the product [Cl:1][C:2]1[CH:7]=[CH:6][C:5]([S:8]([N:19]2[CH2:20][CH2:21][N:16]([CH3:15])[CH2:17][CH2:18]2)(=[O:10])=[O:9])=[CH:4][C:3]=1[N+:12]([O-:14])=[O:13], predict the reactants needed to synthesize it. The reactants are: [Cl:1][C:2]1[CH:7]=[CH:6][C:5]([S:8](Cl)(=[O:10])=[O:9])=[CH:4][C:3]=1[N+:12]([O-:14])=[O:13].[CH3:15][N:16]1[CH2:21][CH2:20][NH:19][CH2:18][CH2:17]1.C(N(CC)CC)C. (3) Given the product [ClH:24].[CH2:22]([S:19]([C:16]1[S:15][C:14]([N:11]2[CH2:10][CH2:9][NH:8][CH2:13][CH2:12]2)=[N:18][CH:17]=1)(=[O:21])=[O:20])[CH3:23], predict the reactants needed to synthesize it. The reactants are: C(OC([N:8]1[CH2:13][CH2:12][N:11]([C:14]2[S:15][C:16]([S:19]([CH2:22][CH3:23])(=[O:21])=[O:20])=[CH:17][N:18]=2)[CH2:10][CH2:9]1)=O)(C)(C)C.[ClH:24]. (4) The reactants are: [Cl:1][C:2]1[CH:9]=[CH:8][C:5]([C:6]#[N:7])=[C:4](F)[CH:3]=1.[CH3:11][O:12][CH2:13][CH2:14][CH2:15][NH2:16]. Given the product [NH2:7][CH2:6][C:5]1[CH:8]=[CH:9][C:2]([Cl:1])=[CH:3][C:4]=1[NH:16][CH2:15][CH2:14][CH2:13][O:12][CH3:11], predict the reactants needed to synthesize it. (5) The reactants are: [I:1]I.[CH2:3]([C:6]1[CH:11]=[C:10]([Sn](C)(C)C)[N:9]=[C:8]([C:16]#[N:17])[N:7]=1)[CH2:4][CH3:5]. Given the product [I:1][C:10]1[CH:11]=[C:6]([CH2:3][CH2:4][CH3:5])[N:7]=[C:8]([C:16]#[N:17])[N:9]=1, predict the reactants needed to synthesize it.